This data is from NCI-60 drug combinations with 297,098 pairs across 59 cell lines. The task is: Regression. Given two drug SMILES strings and cell line genomic features, predict the synergy score measuring deviation from expected non-interaction effect. Drug 1: C1=NC2=C(N=C(N=C2N1C3C(C(C(O3)CO)O)O)F)N. Drug 2: CC1=C2C(C(=O)C3(C(CC4C(C3C(C(C2(C)C)(CC1OC(=O)C(C(C5=CC=CC=C5)NC(=O)C6=CC=CC=C6)O)O)OC(=O)C7=CC=CC=C7)(CO4)OC(=O)C)O)C)OC(=O)C. Cell line: HS 578T. Synergy scores: CSS=14.1, Synergy_ZIP=-1.85, Synergy_Bliss=1.23, Synergy_Loewe=-8.04, Synergy_HSA=0.680.